Dataset: Forward reaction prediction with 1.9M reactions from USPTO patents (1976-2016). Task: Predict the product of the given reaction. (1) Given the reactants Cl.[Cl:2][C:3]1[CH:8]=[CH:7][C:6]([N:9]([CH2:11][CH2:12][CH2:13][C:14]2[CH:19]=[CH:18][CH:17]=[CH:16][CH:15]=2)N)=[CH:5][CH:4]=1.C(O[CH:23](OCC)[CH2:24][CH2:25][CH2:26][NH:27][CH3:28])C, predict the reaction product. The product is: [Cl:2][C:3]1[CH:8]=[C:7]2[C:6](=[CH:5][CH:4]=1)[N:9]([CH2:11][CH2:12][CH2:13][C:14]1[CH:19]=[CH:18][CH:17]=[CH:16][CH:15]=1)[CH:23]=[C:24]2[CH2:25][CH2:26][NH:27][CH3:28]. (2) Given the reactants [NH2:1][C:2]1[CH:24]=[CH:23][C:5]([O:6][CH:7]2[CH2:12][CH2:11][N:10]([C:13]([C:15]3[C:20]([Cl:21])=[CH:19][CH:18]=[CH:17][C:16]=3[Cl:22])=[O:14])[CH2:9][CH2:8]2)=[CH:4][CH:3]=1.ClC(Cl)(Cl)C[O:28][C:29](=O)[NH:30][C:31]1[N:32]([CH3:40])[N:33]=[C:34]([C:36]([CH3:39])([CH3:38])[CH3:37])[CH:35]=1.C(N(CC)C(C)C)(C)C, predict the reaction product. The product is: [C:36]([C:34]1[CH:35]=[C:31]([NH:30][C:29]([NH:1][C:2]2[CH:24]=[CH:23][C:5]([O:6][CH:7]3[CH2:8][CH2:9][N:10]([C:13](=[O:14])[C:15]4[C:20]([Cl:21])=[CH:19][CH:18]=[CH:17][C:16]=4[Cl:22])[CH2:11][CH2:12]3)=[CH:4][CH:3]=2)=[O:28])[N:32]([CH3:40])[N:33]=1)([CH3:39])([CH3:37])[CH3:38]. (3) Given the reactants [CH3:1][C:2]([CH3:27])([CH2:7][C:8]1[CH:13]=[CH:12][C:11]([Sn](CCCC)(CCCC)CCCC)=[CH:10][CH:9]=1)[C:3]([O:5][CH3:6])=[O:4].Br[C:29]1[N:30]=[C:31]([N:39]2[CH2:44][CH2:43][N:42]([CH2:45][CH3:46])[CH2:41][CH2:40]2)[C:32]2[C:37]([CH:38]=1)=[CH:36][CH:35]=[CH:34][CH:33]=2, predict the reaction product. The product is: [CH2:45]([N:42]1[CH2:41][CH2:40][N:39]([C:31]2[C:32]3[C:37](=[CH:36][CH:35]=[CH:34][CH:33]=3)[CH:38]=[C:29]([C:11]3[CH:10]=[CH:9][C:8]([CH2:7][C:2]([C:3]([O:5][CH3:6])=[O:4])([CH3:1])[CH3:27])=[CH:13][CH:12]=3)[N:30]=2)[CH2:44][CH2:43]1)[CH3:46]. (4) Given the reactants [OH-].[Na+].CO.[NH2:5][C:6]1[CH:7]=[C:8]([C:12]2[CH:17]=[CH:16][C:15]([C:18]3[S:22][C:21]([C:23]([O:25]C)=[O:24])=[CH:20][CH:19]=3)=[CH:14][C:13]=2[C:27]#[N:28])[CH:9]=[CH:10][CH:11]=1.Cl, predict the reaction product. The product is: [NH2:5][C:6]1[CH:7]=[C:8]([C:12]2[CH:17]=[CH:16][C:15]([C:18]3[S:22][C:21]([C:23]([OH:25])=[O:24])=[CH:20][CH:19]=3)=[CH:14][C:13]=2[C:27]#[N:28])[CH:9]=[CH:10][CH:11]=1. (5) Given the reactants [CH2:1]([O:8][C:9]1[C:10]([C:18]([O:20][CH3:21])=[O:19])=[N:11][NH:12][C:13]=1[C:14]([O:16][CH3:17])=[O:15])[C:2]1[CH:7]=[CH:6][CH:5]=[CH:4][CH:3]=1.F[C:23]1[CH:28]=[CH:27][CH:26]=[CH:25][C:24]=1[N+:29]([O-:31])=[O:30].C([O-])([O-])=O.[Cs+].[Cs+], predict the reaction product. The product is: [CH2:1]([O:8][C:9]1[C:13]([C:14]([O:16][CH3:17])=[O:15])=[N:12][N:11]([C:23]2[CH:28]=[CH:27][CH:26]=[CH:25][C:24]=2[N+:29]([O-:31])=[O:30])[C:10]=1[C:18]([O:20][CH3:21])=[O:19])[C:2]1[CH:7]=[CH:6][CH:5]=[CH:4][CH:3]=1. (6) Given the reactants [CH:1]([N:3]1[CH2:9][C:8]2[CH:10]=[CH:11][C:12]([C:14]([O:16]C)=O)=[CH:13][C:7]=2[O:6][CH2:5][CH2:4]1)=[O:2].[OH-:18].[Na+].[NH2:20]O, predict the reaction product. The product is: [CH:1]([N:3]1[CH2:9][C:8]2[CH:10]=[CH:11][C:12]([C:14]([NH:20][OH:18])=[O:16])=[CH:13][C:7]=2[O:6][CH2:5][CH2:4]1)=[O:2].